Dataset: NCI-60 drug combinations with 297,098 pairs across 59 cell lines. Task: Regression. Given two drug SMILES strings and cell line genomic features, predict the synergy score measuring deviation from expected non-interaction effect. (1) Drug 1: CN(CCCl)CCCl.Cl. Drug 2: N.N.Cl[Pt+2]Cl. Cell line: M14. Synergy scores: CSS=22.5, Synergy_ZIP=-0.830, Synergy_Bliss=7.73, Synergy_Loewe=-2.11, Synergy_HSA=3.16. (2) Drug 1: CS(=O)(=O)C1=CC(=C(C=C1)C(=O)NC2=CC(=C(C=C2)Cl)C3=CC=CC=N3)Cl. Drug 2: CCC1=C2CN3C(=CC4=C(C3=O)COC(=O)C4(CC)O)C2=NC5=C1C=C(C=C5)O. Cell line: OVCAR-5. Synergy scores: CSS=32.3, Synergy_ZIP=4.14, Synergy_Bliss=7.88, Synergy_Loewe=-5.15, Synergy_HSA=7.88. (3) Drug 1: C1=C(C(=O)NC(=O)N1)N(CCCl)CCCl. Drug 2: CC(C)CN1C=NC2=C1C3=CC=CC=C3N=C2N. Cell line: M14. Synergy scores: CSS=23.6, Synergy_ZIP=-7.67, Synergy_Bliss=-2.78, Synergy_Loewe=-4.18, Synergy_HSA=-4.40. (4) Drug 1: C1=CC(=C2C(=C1NCCNCCO)C(=O)C3=C(C=CC(=C3C2=O)O)O)NCCNCCO. Drug 2: C(=O)(N)NO. Cell line: OVCAR-5. Synergy scores: CSS=28.8, Synergy_ZIP=4.17, Synergy_Bliss=6.94, Synergy_Loewe=-12.4, Synergy_HSA=5.97.